From a dataset of Peptide-MHC class I binding affinity with 185,985 pairs from IEDB/IMGT. Regression. Given a peptide amino acid sequence and an MHC pseudo amino acid sequence, predict their binding affinity value. This is MHC class I binding data. (1) The peptide sequence is YPVWLTKHL. The MHC is HLA-B40:01 with pseudo-sequence HLA-B40:01. The binding affinity (normalized) is 0.262. (2) The peptide sequence is VFSSPPSYF. The MHC is Mamu-B1001 with pseudo-sequence Mamu-B1001. The binding affinity (normalized) is 0.0110. (3) The peptide sequence is AQNALDNLV. The MHC is HLA-A02:06 with pseudo-sequence HLA-A02:06. The binding affinity (normalized) is 0.587. (4) The peptide sequence is YTYATRGIY. The MHC is HLA-A26:01 with pseudo-sequence HLA-A26:01. The binding affinity (normalized) is 0.820. (5) The MHC is HLA-B44:02 with pseudo-sequence HLA-B44:02. The binding affinity (normalized) is 0.595. The peptide sequence is QEIRTFSFQL. (6) The peptide sequence is VVPSWNMYI. The MHC is Mamu-A01 with pseudo-sequence Mamu-A01. The binding affinity (normalized) is 0.825. (7) The peptide sequence is FSFKKCLVY. The MHC is HLA-B15:01 with pseudo-sequence HLA-B15:01. The binding affinity (normalized) is 0.858. (8) The peptide sequence is LVMDKNHAI. The MHC is HLA-A02:03 with pseudo-sequence HLA-A02:03. The binding affinity (normalized) is 0.386.